From a dataset of Full USPTO retrosynthesis dataset with 1.9M reactions from patents (1976-2016). Predict the reactants needed to synthesize the given product. (1) The reactants are: [CH3:1][CH:2]([N:4]1[C:12](/[CH:13]=[CH:14]/[CH:15]([OH:23])[CH2:16][CH:17]([OH:22])[CH2:18][C:19]([O-:21])=[O:20])=[C:11]([C:24]2[CH:25]=[CH:26][C:27]([F:30])=[CH:28][CH:29]=2)[C:10]2[CH:9]=[CH:8][CH:7]=[CH:6][C:5]1=2)[CH3:3].[Na+]. Given the product [CH3:3][CH:2]([N:4]1[C:12](/[CH:13]=[CH:14]\[C@@H:15]([OH:23])[CH2:16][C@@H:17]([OH:22])[CH2:18][C:19]([OH:21])=[O:20])=[C:11]([C:24]2[CH:25]=[CH:26][C:27]([F:30])=[CH:28][CH:29]=2)[C:10]2[C:5]1=[CH:6][CH:7]=[CH:8][CH:9]=2)[CH3:1], predict the reactants needed to synthesize it. (2) Given the product [Cl:33][C:21]1[C:22]([NH:24][C:25]2[CH:29]=[C:28]([CH:30]3[CH2:32][CH2:31]3)[NH:27][N:26]=2)=[N:23][C:18]([C:15]2[S:14][C:13]([CH:9]([OH:8])[C:10]([OH:12])=[O:11])=[CH:17][CH:16]=2)=[N:19][CH:20]=1, predict the reactants needed to synthesize it. The reactants are: [Si]([O:8][CH:9]([C:13]1[S:14][C:15]([C:18]2[N:23]=[C:22]([NH:24][C:25]3[CH:29]=[C:28]([CH:30]4[CH2:32][CH2:31]4)[NH:27][N:26]=3)[C:21]([Cl:33])=[CH:20][N:19]=2)=[CH:16][CH:17]=1)[C:10]([OH:12])=[O:11])(C(C)(C)C)(C)C.CCN(CC)CC. (3) Given the product [Br:8][C:6]1[N:7]=[C:2]([NH:25][C@H:22]2[CH2:23][CH2:24][C@H:19]([O:18][CH3:17])[CH2:20][CH2:21]2)[C:3]([NH:9][CH2:10][C:11]([O:13][CH2:14][CH3:15])=[O:12])=[N:4][CH:5]=1, predict the reactants needed to synthesize it. The reactants are: Br[C:2]1[C:3]([NH:9][CH2:10][C:11]([O:13][CH2:14][CH3:15])=[O:12])=[N:4][CH:5]=[C:6]([Br:8])[N:7]=1.Cl.[CH3:17][O:18][C@H:19]1[CH2:24][CH2:23][C@H:22]([NH2:25])[CH2:21][CH2:20]1.CN1C(=O)CCC1.CCN(C(C)C)C(C)C.